Dataset: Forward reaction prediction with 1.9M reactions from USPTO patents (1976-2016). Task: Predict the product of the given reaction. (1) Given the reactants [C:1]1([C:7]2[NH:11][N:10]=[C:9]([SH:12])[N:8]=2)[CH:6]=[CH:5][CH:4]=[CH:3][CH:2]=1.[CH3:13][O:14][C:15]1[CH:20]=[CH:19][C:18]([C:21]2[CH:26]=[CH:25][C:24]([S:27]([NH:30][CH:31]([CH2:36][CH:37]3[O:39][CH2:38]3)[C:32]([O:34]C)=[O:33])(=[O:29])=[O:28])=[CH:23][CH:22]=2)=[CH:17][CH:16]=1, predict the reaction product. The product is: [CH3:13][O:14][C:15]1[CH:16]=[CH:17][C:18]([C:21]2[CH:22]=[CH:23][C:24]([S:27]([NH:30][CH:31]([CH2:36][CH:37]([OH:39])[CH2:38][S:12][C:9]3[N:8]=[C:7]([C:1]4[CH:2]=[CH:3][CH:4]=[CH:5][CH:6]=4)[NH:11][N:10]=3)[C:32]([OH:34])=[O:33])(=[O:28])=[O:29])=[CH:25][CH:26]=2)=[CH:19][CH:20]=1. (2) Given the reactants O=[C:2]([CH:8]1[C:17](=O)[C:16]2[C:11](=[CH:12][CH:13]=[CH:14][CH:15]=2)[O:10][CH2:9]1)[C:3]([O:5][CH2:6][CH3:7])=[O:4].[CH3:19][NH:20][NH2:21], predict the reaction product. The product is: [CH3:19][N:20]1[C:17]2[C:16]3[CH:15]=[CH:14][CH:13]=[CH:12][C:11]=3[O:10][CH2:9][C:8]=2[C:2]([C:3]([O:5][CH2:6][CH3:7])=[O:4])=[N:21]1.